This data is from Reaction yield outcomes from USPTO patents with 853,638 reactions. The task is: Predict the reaction yield, written as a fraction of the theoretical maximum amount of product (1.0 means a 100% yield; for example, 0.34 means a 34% yield). (1) No catalyst specified. The product is [CH2:21]([O:17][C:9]1[N:8]=[C:13]([O:14][CH:11]2[CH2:12][CH2:13][N:8]([C:1]([O:3][C:4]([CH3:7])([CH3:6])[CH3:5])=[O:2])[CH2:9][CH2:10]2)[CH:12]=[CH:11][CH:10]=1)[C:20]1[CH:6]=[CH:4][CH:5]=[CH:18][CH:19]=1. The reactants are [C:1]([N:8]1[CH2:13][CH2:12][CH:11]([OH:14])[CH2:10][CH2:9]1)([O:3][C:4]([CH3:7])([CH3:6])[CH3:5])=[O:2].[H-].[Na+].[O:17]1[CH2:21][CH2:20][CH2:19][CH2:18]1. The yield is 0.490. (2) The product is [OH:63][C@H:54]1[CH2:53][C:61]2[C:56](=[CH:57][CH:58]=[CH:59][CH:60]=2)[C@H:55]1[NH:62][C:43]([C:42]1[CH:47]=[CH:48][CH:49]=[C:40]([C:9]2[C:10]3[C:15](=[CH:14][CH:13]=[C:12]([C:16]4[N:20]=[CH:19][N:18]([C:21]([C:22]5[CH:27]=[CH:26][CH:25]=[CH:24][CH:23]=5)([C:34]5[CH:35]=[CH:36][CH:37]=[CH:38][CH:39]=5)[C:28]5[CH:33]=[CH:32][CH:31]=[CH:30][CH:29]=5)[N:17]=4)[CH:11]=3)[N:7]([CH:2]3[CH2:3][CH2:4][CH2:5][CH2:6][O:1]3)[N:8]=2)[CH:41]=1)=[O:44]. The catalyst is O1CCCC1.O1CCCC1.O. The reactants are [O:1]1[CH2:6][CH2:5][CH2:4][CH2:3][CH:2]1[N:7]1[C:15]2[C:10](=[CH:11][C:12]([C:16]3[N:20]=[CH:19][N:18]([C:21]([C:34]4[CH:39]=[CH:38][CH:37]=[CH:36][CH:35]=4)([C:28]4[CH:33]=[CH:32][CH:31]=[CH:30][CH:29]=4)[C:22]4[CH:27]=[CH:26][CH:25]=[CH:24][CH:23]=4)[N:17]=3)=[CH:13][CH:14]=2)[C:9]([C:40]2[CH:41]=[C:42]([CH:47]=[CH:48][CH:49]=2)[C:43](OC)=[O:44])=[N:8]1.O.[OH-].[Li+].[CH2:53]1[C:61]2[C:56](=[CH:57][CH:58]=[CH:59][CH:60]=2)[C@@H:55]([NH2:62])[C@H:54]1[OH:63].O.ON1C2C=CC=CC=2N=N1.Cl.CN(C)CCCN=C=NCC. The yield is 0.720. (3) The reactants are [C:9](O[C:9]([O:11][C:12]([CH3:15])([CH3:14])[CH3:13])=[O:10])([O:11][C:12]([CH3:15])([CH3:14])[CH3:13])=[O:10].[NH:16]1[CH2:20][CH:19]=[CH:18][CH2:17]1.C1C=C(Cl)C=C(C(OO)=[O:29])C=1.[O-]S([O-])=O.[Na+].[Na+]. The catalyst is CO. The product is [C:12]([O:11][C:9]([N:16]1[CH2:20][CH:19]2[CH:18]([O:29]2)[CH2:17]1)=[O:10])([CH3:13])([CH3:14])[CH3:15]. The yield is 0.710. (4) The reactants are [CH3:1][C:2]1[CH:7]=[CH:6][CH:5]=[C:4]([CH3:8])[C:3]=1[C:9]1[CH:14]=[CH:13][CH:12]=[C:11]([CH2:15][OH:16])[CH:10]=1.O[C:18]1[CH:19]=[C:20]2[C:24](=[CH:25][CH:26]=1)[NH:23][CH:22]=[CH:21]2.C(P(CCCC)CCCC)CCC.N(C(N1CCCCC1)=O)=NC(N1CCCCC1)=O. The product is [CH3:8][C:4]1[CH:5]=[CH:6][CH:7]=[C:2]([CH3:1])[C:3]=1[C:9]1[CH:14]=[CH:13][CH:12]=[C:11]([CH2:15][O:16][C:18]2[CH:19]=[C:20]3[C:24](=[CH:25][CH:26]=2)[NH:23][CH:22]=[CH:21]3)[CH:10]=1. The catalyst is O1CCCC1.C(OCC)C. The yield is 0.620. (5) The reactants are [S:1]1[C:5]2[CH:6]=[CH:7][CH:8]=[CH:9][C:4]=2[N:3]=[C:2]1[C:10]([C:25]#[N:26])=[C:11]([O:17]C(C1OC=CC=1)=O)[C:12]1[O:13][CH:14]=[CH:15][CH:16]=1.[OH-].[K+].O.Cl. The catalyst is C(O)C. The product is [S:1]1[C:5]2[CH:6]=[CH:7][CH:8]=[CH:9][C:4]=2[N:3]=[C:2]1[C:10](=[C:11]([C:12]1[O:13][CH:14]=[CH:15][CH:16]=1)[OH:17])[C:25]#[N:26]. The yield is 0.970. (6) The reactants are I[C:2]1[CH:3]=[C:4]([CH:26]=[CH:27][C:28]=1[CH3:29])[C:5]([NH:7][C:8]1[CH:13]=[CH:12][C:11]([CH2:14][N:15]2[CH2:20][CH2:19][N:18]([CH3:21])[CH2:17][CH2:16]2)=[C:10]([C:22]([F:25])([F:24])[F:23])[CH:9]=1)=[O:6].N#N.C(N(CC)C(C)C)(C)C.[CH3:41][Si:42]([C:45]#[CH:46])([CH3:44])[CH3:43]. The catalyst is [Cu]I.CCOC(C)=O.O.CN(C=O)C. The product is [CH3:29][C:28]1[CH:27]=[CH:26][C:4]([C:5]([NH:7][C:8]2[CH:13]=[CH:12][C:11]([CH2:14][N:15]3[CH2:20][CH2:19][N:18]([CH3:21])[CH2:17][CH2:16]3)=[C:10]([C:22]([F:23])([F:25])[F:24])[CH:9]=2)=[O:6])=[CH:3][C:2]=1[C:46]#[C:45][Si:42]([CH3:44])([CH3:43])[CH3:41]. The yield is 0.820. (7) The reactants are C(O[C:9]([NH:11][CH2:12][CH2:13][C@H:14]([NH:18][C:19]([O:21][C:22]([CH3:25])([CH3:24])[CH3:23])=[O:20])[C:15]([OH:17])=[O:16])=O)C1C=CC=CC=1.[CH2:26]=O. The catalyst is CO. The product is [C:22]([O:21][C:19]([NH:18][C@@H:14]([CH2:13][CH2:12][N:11]([CH3:9])[CH3:26])[C:15]([OH:17])=[O:16])=[O:20])([CH3:23])([CH3:24])[CH3:25]. The yield is 0.920. (8) The reactants are Br[C:2]1[CH:29]=[CH:28][C:5]([CH2:6][N:7]2[C:11]3[CH:12]=[CH:13][CH:14]=[CH:15][C:10]=3[N:9]([CH2:16][CH2:17][CH2:18][O:19][C:20]3[CH:25]=[CH:24][C:23]([F:26])=[CH:22][CH:21]=3)[C:8]2=[NH:27])=[CH:4][CH:3]=1.[F:30][C:31]1[CH:36]=[CH:35][C:34](B(O)O)=[CH:33][CH:32]=1.C([O-])([O-])=O.[Na+].[Na+]. The catalyst is C1C=CC(P(C2C=CC=CC=2)[C-]2C=CC=C2)=CC=1.C1C=CC(P(C2C=CC=CC=2)[C-]2C=CC=C2)=CC=1.Cl[Pd]Cl.[Fe+2].CO.O1CCOCC1. The product is [F:30][C:31]1[CH:36]=[CH:35][C:34]([C:2]2[CH:3]=[CH:4][C:5]([CH2:6][N:7]3[C:11]4[CH:12]=[CH:13][CH:14]=[CH:15][C:10]=4[N:9]([CH2:16][CH2:17][CH2:18][O:19][C:20]4[CH:25]=[CH:24][C:23]([F:26])=[CH:22][CH:21]=4)[C:8]3=[NH:27])=[CH:28][CH:29]=2)=[CH:33][CH:32]=1. The yield is 0.360. (9) The reactants are C(O)(=O)C(O)=O.[OH:7][C:8]1[CH:9]=[C:10]2[C:15](=[CH:16][CH:17]=1)[CH2:14][NH:13][CH2:12][CH2:11]2.C(N(C(C)C)CC)(C)C.[C:27](O[C:27]([O:29][C:30]([CH3:33])([CH3:32])[CH3:31])=[O:28])([O:29][C:30]([CH3:33])([CH3:32])[CH3:31])=[O:28].S([O-])([O-])(=O)=O.[Na+].[Na+]. The catalyst is CO.O1CCCC1.[Cl-].[Na+].O.C(Cl)Cl. The product is [C:30]([O:29][C:27]([N:13]1[CH2:12][CH2:11][C:10]2[C:15](=[CH:16][CH:17]=[C:8]([OH:7])[CH:9]=2)[CH2:14]1)=[O:28])([CH3:33])([CH3:32])[CH3:31]. The yield is 0.660. (10) The reactants are Cl.[CH3:2][O:3][C:4]1[CH:5]=[CH:6][C:7]([NH2:11])=[C:8]([SH:10])[CH:9]=1.C(N(CC)CC)C.[Br:19][C:20]1[C:28]([O:29][CH3:30])=[CH:27][CH:26]=[CH:25][C:21]=1[C:22](Cl)=O.[OH-].[Na+]. The catalyst is CN1CCCC1=O. The product is [CH3:2][O:3][C:4]1[CH:5]=[CH:6][C:7]2[N:11]=[C:22]([C:21]3[CH:25]=[CH:26][CH:27]=[C:28]([O:29][CH3:30])[C:20]=3[Br:19])[S:10][C:8]=2[CH:9]=1. The yield is 0.650.